From a dataset of Forward reaction prediction with 1.9M reactions from USPTO patents (1976-2016). Predict the product of the given reaction. Given the reactants [CH3:1][C:2]1[CH:12]=C[C:5]2[C:6](=[O:10])[O:7][C:8](=O)[C:4]=2[CH:3]=1.S(=O)(=O)(O)O.[C:18]([O:21][CH2:22]C)(=[O:20])[CH3:19], predict the reaction product. The product is: [CH3:12][C:2]1[CH:1]=[C:19]([C:18]([O:21][CH3:22])=[O:20])[C:5](=[CH:4][CH:3]=1)[C:6]([O:7][CH3:8])=[O:10].